This data is from Choline transporter screen with 302,306 compounds. The task is: Binary Classification. Given a drug SMILES string, predict its activity (active/inactive) in a high-throughput screening assay against a specified biological target. (1) The compound is O=C(N1CC(N2CCN(CC2)c2ccc(OC)cc2)CCC1)c1ccoc1. The result is 0 (inactive). (2) The molecule is S(=O)(=O)(N1CCN(CC1)C(OCC)=O)c1cc2CC(N(C(=O)C3CC3)c2cc1)C. The result is 0 (inactive). (3) The compound is O(c1nn(c2ccccc2)c(=O)cc1)C(=O)c1ccc(OC)cc1. The result is 0 (inactive). (4) The drug is O=c1n(c2c(ccc(c2)C)C)c(nc2c1cccc2)C. The result is 0 (inactive). (5) The drug is O1C(=C(n2nc(nn2)[N+]([O-])=O)C(c2cccnc2)C(=C1N)C#N)C. The result is 0 (inactive).